From a dataset of Peptide-MHC class I binding affinity with 185,985 pairs from IEDB/IMGT. Regression. Given a peptide amino acid sequence and an MHC pseudo amino acid sequence, predict their binding affinity value. This is MHC class I binding data. (1) The peptide sequence is KTPDYPLIDI. The MHC is HLA-A02:03 with pseudo-sequence HLA-A02:03. The binding affinity (normalized) is 0.490. (2) The peptide sequence is IKWLWKANK. The MHC is HLA-B15:09 with pseudo-sequence HLA-B15:09. The binding affinity (normalized) is 0.0847. (3) The peptide sequence is QDIENEEKI. The MHC is H-2-Db with pseudo-sequence H-2-Db. The binding affinity (normalized) is 0.0641. (4) The peptide sequence is IPRQWHPFA. The MHC is HLA-B35:01 with pseudo-sequence HLA-B35:01. The binding affinity (normalized) is 0.353.